This data is from Peptide-MHC class II binding affinity with 134,281 pairs from IEDB. The task is: Regression. Given a peptide amino acid sequence and an MHC pseudo amino acid sequence, predict their binding affinity value. This is MHC class II binding data. The peptide sequence is VCGMFTNRSGSQQW. The MHC is DRB1_1201 with pseudo-sequence DRB1_1201. The binding affinity (normalized) is 0.